Dataset: Reaction yield outcomes from USPTO patents with 853,638 reactions. Task: Predict the reaction yield, written as a fraction of the theoretical maximum amount of product (1.0 means a 100% yield; for example, 0.34 means a 34% yield). (1) The catalyst is C(OCC)(=O)C.C1COCC1. The product is [C:1]([C:4]1[CH:9]=[CH:8][CH:7]=[CH:6][C:5]=1[C:10]1[C:11]([C:36]([OH:38])=[O:37])=[CH:12][C:13]([C:16]2[CH:17]=[CH:18][C:19]3[O:23][C:22]([C:24]4[CH:29]=[CH:28][C:27]([F:30])=[CH:26][CH:25]=4)=[C:21]([C:31](=[O:34])[NH:32][CH3:33])[C:20]=3[CH:35]=2)=[CH:14][CH:15]=1)(=[O:3])[NH2:2]. The yield is 0.980. The reactants are [C:1]([C:4]1[CH:9]=[CH:8][CH:7]=[CH:6][C:5]=1[C:10]1[C:11]([C:36]([O:38]C)=[O:37])=[CH:12][C:13]([C:16]2[CH:17]=[CH:18][C:19]3[O:23][C:22]([C:24]4[CH:29]=[CH:28][C:27]([F:30])=[CH:26][CH:25]=4)=[C:21]([C:31](=[O:34])[NH:32][CH3:33])[C:20]=3[CH:35]=2)=[CH:14][CH:15]=1)(=[O:3])[NH2:2].CO.[OH-].[Na+].Cl. (2) The reactants are [Cl-].O[NH3+:3].[C:4](=[O:7])([O-])[OH:5].[Na+].CS(C)=O.[CH:13]([O:16][C:17]1[CH:22]=[CH:21][C:20]([C:23]2[C:28](=[O:29])[N:27]([CH2:30][C:31]3[CH:36]=[CH:35][C:34]([C:37]4[C:38]([C:43]#[N:44])=[CH:39][CH:40]=[CH:41][CH:42]=4)=[CH:33][CH:32]=3)[C:26]([CH2:45][CH2:46][CH3:47])=[N:25][C:24]=2[CH3:48])=[CH:19][CH:18]=1)([CH3:15])[CH3:14]. The catalyst is O. The product is [CH:13]([O:16][C:17]1[CH:18]=[CH:19][C:20]([C:23]2[C:28](=[O:29])[N:27]([CH2:30][C:31]3[CH:36]=[CH:35][C:34]([C:37]4[CH:42]=[CH:41][CH:40]=[CH:39][C:38]=4[C:43]4[NH:3][C:4](=[O:7])[O:5][N:44]=4)=[CH:33][CH:32]=3)[C:26]([CH2:45][CH2:46][CH3:47])=[N:25][C:24]=2[CH3:48])=[CH:21][CH:22]=1)([CH3:15])[CH3:14]. The yield is 0.660.